From a dataset of Reaction yield outcomes from USPTO patents with 853,638 reactions. Predict the reaction yield, written as a fraction of the theoretical maximum amount of product (1.0 means a 100% yield; for example, 0.34 means a 34% yield). (1) The reactants are [C:1](=[O:26])([O:7][C:8]1[N:12]([C:13]2[CH:18]=[CH:17][CH:16]=[CH:15][N:14]=2)[N:11]=[C:10]([C:19]2[CH:24]=[CH:23][CH:22]=[C:21](I)[CH:20]=2)[CH:9]=1)[O:2][C:3]([CH3:6])([CH3:5])[CH3:4].[CH2:27]([O:34][C:35]1[CH:40]=[CH:39][C:38](B(O)O)=[CH:37][CH:36]=1)[C:28]1[CH:33]=[CH:32][CH:31]=[CH:30][CH:29]=1.C1(B(O)O)C=CC=CC=1. No catalyst specified. The product is [C:1](=[O:26])([O:2][C:3]([CH3:6])([CH3:5])[CH3:4])[O:7][C:8]1[N:12]([C:13]2[CH:18]=[CH:17][CH:16]=[CH:15][N:14]=2)[N:11]=[C:10]([C:19]2[CH:20]=[C:21]([C:38]3[CH:39]=[CH:40][C:35]([O:34][CH2:27][C:28]4[CH:33]=[CH:32][CH:31]=[CH:30][CH:29]=4)=[CH:36][CH:37]=3)[CH:22]=[CH:23][CH:24]=2)[CH:9]=1. The yield is 0.990. (2) The reactants are [CH3:1][C:2]([CH3:32])([CH3:31])[C:3]#[C:4][C:5]1[S:9][C:8]([C:10]([O:12]C)=[O:11])=[C:7]([N:14]([CH2:24][C:25]2[N:29]([CH3:30])[CH:28]=[N:27][CH:26]=2)[C:15]([C@H:17]2[CH2:22][CH2:21][C@H:20]([CH3:23])[CH2:19][CH2:18]2)=[O:16])[CH:6]=1.[OH-].[Na+]. The catalyst is CO. The product is [CH3:31][C:2]([CH3:1])([CH3:32])[C:3]#[C:4][C:5]1[S:9][C:8]([C:10]([OH:12])=[O:11])=[C:7]([N:14]([CH2:24][C:25]2[N:29]([CH3:30])[CH:28]=[N:27][CH:26]=2)[C:15]([C@H:17]2[CH2:22][CH2:21][C@H:20]([CH3:23])[CH2:19][CH2:18]2)=[O:16])[CH:6]=1. The yield is 0.200. (3) The reactants are CS([O:5][C@H:6]([C:8]1[O:9][CH:10]=[C:11]([C:13]2[CH:18]=[CH:17][C:16]([C:19]([F:22])([F:21])[F:20])=[CH:15][CH:14]=2)[N:12]=1)[CH3:7])(=O)=O.C([O-])([O-])=O.[K+].[K+].[F:29][C:30]1[C:38](O)=[CH:37][CH:36]=[C:35]([F:40])[C:31]=1[C:32]([NH2:34])=[O:33]. The catalyst is CN(C=O)C. The product is [F:29][C:30]1[C:38]([O:5][C@@H:6]([C:8]2[O:9][CH:10]=[C:11]([C:13]3[CH:18]=[CH:17][C:16]([C:19]([F:22])([F:21])[F:20])=[CH:15][CH:14]=3)[N:12]=2)[CH3:7])=[CH:37][CH:36]=[C:35]([F:40])[C:31]=1[C:32]([NH2:34])=[O:33]. The yield is 0.500. (4) The reactants are [N:1]([CH2:4][CH2:5][O:6][CH2:7][CH2:8][O:9][CH2:10][CH2:11][O:12][CH2:13][CH2:14][NH2:15])=[N+:2]=[N-:3].[Cl:16][C:17]1[CH:18]=[C:19]2[C:24](=[C:25]([Cl:27])[CH:26]=1)[CH2:23][N:22]([CH2:28][CH3:29])[CH2:21][CH:20]2[C:30]1[CH:31]=[C:32]([S:36](Cl)(=[O:38])=[O:37])[CH:33]=[CH:34][CH:35]=1. The catalyst is C(Cl)Cl. The product is [N:1]([CH2:4][CH2:5][O:6][CH2:7][CH2:8][O:9][CH2:10][CH2:11][O:12][CH2:13][CH2:14][NH:15][S:36]([C:32]1[CH:33]=[CH:34][CH:35]=[C:30]([CH:20]2[C:19]3[C:24](=[C:25]([Cl:27])[CH:26]=[C:17]([Cl:16])[CH:18]=3)[CH2:23][N:22]([CH2:28][CH3:29])[CH2:21]2)[CH:31]=1)(=[O:38])=[O:37])=[N+:2]=[N-:3]. The yield is 0.410. (5) The reactants are [NH:1]1[CH:5]=[CH:4][N:3]=[CH:2]1.C([O-])([O-])=O.[Cs+].[Cs+].Br[CH2:13][C:14]1[CH:15]=[C:16]([C:20](=[O:22])[CH3:21])[CH:17]=[CH:18][CH:19]=1. The catalyst is CN(C=O)C. The product is [N:1]1([CH2:13][C:14]2[CH:15]=[C:16]([C:20](=[O:22])[CH3:21])[CH:17]=[CH:18][CH:19]=2)[CH:5]=[CH:4][N:3]=[CH:2]1. The yield is 0.600. (6) The reactants are Br[CH2:2][C:3]1[CH:12]=[C:11]2[C:6]([C:7]([C:15]3[CH:20]=[CH:19][C:18]([F:21])=[CH:17][CH:16]=3)=[CH:8][C:9]([C:13]#[N:14])=[N:10]2)=[CH:5][CH:4]=1.[CH3:22][N:23]1[CH2:27][C:26](=[O:28])[NH:25][C:24]1=[O:29].C(=O)([O-])[O-].[Cs+].[Cs+]. The catalyst is CN(C=O)C. The product is [F:21][C:18]1[CH:19]=[CH:20][C:15]([C:7]2[C:6]3[C:11](=[CH:12][C:3]([CH2:2][N:25]4[C:26](=[O:28])[CH2:27][N:23]([CH3:22])[C:24]4=[O:29])=[CH:4][CH:5]=3)[N:10]=[C:9]([C:13]#[N:14])[CH:8]=2)=[CH:16][CH:17]=1. The yield is 0.870.